Dataset: NCI-60 drug combinations with 297,098 pairs across 59 cell lines. Task: Regression. Given two drug SMILES strings and cell line genomic features, predict the synergy score measuring deviation from expected non-interaction effect. (1) Drug 1: C1C(C(OC1N2C=C(C(=O)NC2=O)F)CO)O. Drug 2: C1=CN(C=N1)CC(O)(P(=O)(O)O)P(=O)(O)O. Cell line: CCRF-CEM. Synergy scores: CSS=37.5, Synergy_ZIP=2.24, Synergy_Bliss=1.37, Synergy_Loewe=-42.0, Synergy_HSA=-1.28. (2) Drug 1: CC(C)CN1C=NC2=C1C3=CC=CC=C3N=C2N. Drug 2: N.N.Cl[Pt+2]Cl. Cell line: 786-0. Synergy scores: CSS=62.3, Synergy_ZIP=-0.888, Synergy_Bliss=-2.34, Synergy_Loewe=-3.20, Synergy_HSA=-3.23. (3) Drug 1: COC1=C2C(=CC3=C1OC=C3)C=CC(=O)O2. Drug 2: C(CN)CNCCSP(=O)(O)O. Cell line: HL-60(TB). Synergy scores: CSS=15.1, Synergy_ZIP=0.553, Synergy_Bliss=-0.133, Synergy_Loewe=10.2, Synergy_HSA=3.00. (4) Drug 1: CN(C)N=NC1=C(NC=N1)C(=O)N. Drug 2: CNC(=O)C1=NC=CC(=C1)OC2=CC=C(C=C2)NC(=O)NC3=CC(=C(C=C3)Cl)C(F)(F)F. Cell line: RXF 393. Synergy scores: CSS=20.4, Synergy_ZIP=0.687, Synergy_Bliss=-0.131, Synergy_Loewe=-17.6, Synergy_HSA=-0.143. (5) Drug 1: C1=CC(=CC=C1CCC2=CNC3=C2C(=O)NC(=N3)N)C(=O)NC(CCC(=O)O)C(=O)O. Drug 2: C1CN(P(=O)(OC1)NCCCl)CCCl. Cell line: UO-31. Synergy scores: CSS=19.1, Synergy_ZIP=-5.70, Synergy_Bliss=-6.36, Synergy_Loewe=-23.8, Synergy_HSA=-5.20. (6) Drug 1: CC(C)(C#N)C1=CC(=CC(=C1)CN2C=NC=N2)C(C)(C)C#N. Drug 2: C1C(C(OC1N2C=NC(=NC2=O)N)CO)O. Cell line: KM12. Synergy scores: CSS=-15.6, Synergy_ZIP=4.77, Synergy_Bliss=2.32, Synergy_Loewe=-31.2, Synergy_HSA=-29.1. (7) Drug 1: CN(C)C1=NC(=NC(=N1)N(C)C)N(C)C. Drug 2: C1=CC=C(C=C1)NC(=O)CCCCCCC(=O)NO. Cell line: MDA-MB-435. Synergy scores: CSS=12.9, Synergy_ZIP=0.00487, Synergy_Bliss=1.36, Synergy_Loewe=-13.4, Synergy_HSA=-3.19. (8) Drug 1: CS(=O)(=O)OCCCCOS(=O)(=O)C. Drug 2: CCC1(C2=C(COC1=O)C(=O)N3CC4=CC5=C(C=CC(=C5CN(C)C)O)N=C4C3=C2)O.Cl. Cell line: SF-295. Synergy scores: CSS=60.1, Synergy_ZIP=-1.15, Synergy_Bliss=-0.211, Synergy_Loewe=-6.11, Synergy_HSA=2.56.